Dataset: Reaction yield outcomes from USPTO patents with 853,638 reactions. Task: Predict the reaction yield, written as a fraction of the theoretical maximum amount of product (1.0 means a 100% yield; for example, 0.34 means a 34% yield). (1) The reactants are [F:1][C:2]1[C:24]([F:25])=[CH:23][CH:22]=[CH:21][C:3]=1[CH2:4][N:5]1[C:9]2=[N:10][C:11]([CH3:20])=[C:12]([C:15]([O:17][CH2:18][CH3:19])=[O:16])[C:13](O)=[C:8]2[CH:7]=[CH:6]1.N1C=CC=CC=1.S(OS(C(F)(F)F)(=O)=O)(C(F)(F)F)(=O)=O.[I-:47].[Na+].Cl.[O-]S([O-])(=S)=O.[Na+].[Na+].O. The product is [F:1][C:2]1[C:24]([F:25])=[CH:23][CH:22]=[CH:21][C:3]=1[CH2:4][N:5]1[C:9]2=[N:10][C:11]([CH3:20])=[C:12]([C:15]([O:17][CH2:18][CH3:19])=[O:16])[C:13]([I:47])=[C:8]2[CH:7]=[CH:6]1. The catalyst is C(#N)C. The yield is 0.800. (2) The product is [O:1]1[C:5]2[CH:6]=[CH:7][CH:8]=[CH:9][C:4]=2[CH:3]=[C:2]1[CH:10]1[CH2:11][CH2:12][CH:13]([C:16]([NH:44][S:41]([C:31]2[CH:36]=[CH:35][CH:34]=[CH:33][C:32]=2[S:37](=[O:39])(=[O:38])[NH2:40])(=[O:43])=[O:42])=[O:18])[CH2:14][CH2:15]1. The reactants are [O:1]1[C:5]2[CH:6]=[CH:7][CH:8]=[CH:9][C:4]=2[CH:3]=[C:2]1[CH:10]1[CH2:15][CH2:14][CH:13]([C:16]([OH:18])=O)[CH2:12][CH2:11]1.Cl.CN(C)CCCN=C=NCC.[C:31]1([S:41]([NH2:44])(=[O:43])=[O:42])[C:32]([S:37]([NH2:40])(=[O:39])=[O:38])=[CH:33][CH:34]=[CH:35][CH:36]=1. The yield is 0.380. The catalyst is CN(C)C1C=CN=CC=1.CN(C)C=O. (3) The reactants are [Cl:1][C:2]1[CH:3]=[CH:4][C:5]2[N:6]([CH:8]=[CH:9][N:10]=2)[N:7]=1.C[C:12]([O-])=[O:13].[Na+].C=O. The catalyst is CC(O)=O. The product is [Cl:1][C:2]1[CH:3]=[CH:4][C:5]2[N:6]([C:8]([CH2:12][OH:13])=[CH:9][N:10]=2)[N:7]=1. The yield is 0.720. (4) The product is [CH2:1]([O:3][C:4](=[O:17])[CH2:5][C:6]1[CH:11]=[CH:10][C:9]([O:12][CH:25]([CH3:27])[CH3:26])=[C:8]([O:13][CH3:14])[CH:7]=1)[CH3:2]. The yield is 0.890. The reactants are [CH2:1]([O:3][C:4](=[O:17])[CH:5](CC)[C:6]1[CH:11]=[CH:10][C:9]([OH:12])=[C:8]([O:13][CH3:14])[CH:7]=1)[CH3:2].C([O-])([O-])=O.[K+].[K+].I[CH:25]([CH3:27])[CH3:26]. The catalyst is CN(C=O)C.CCOC(C)=O.